This data is from Reaction yield outcomes from USPTO patents with 853,638 reactions. The task is: Predict the reaction yield, written as a fraction of the theoretical maximum amount of product (1.0 means a 100% yield; for example, 0.34 means a 34% yield). (1) The reactants are [C:1](Cl)(=[O:3])[CH3:2].[Cl-].[CH:6]1([S:9][C:10]2[CH:15]=[CH:14][CH:13]=[CH:12][CH:11]=2)[CH2:8][CH2:7]1.Cl. The catalyst is ClCCl. The product is [CH:6]1([S:9][C:10]2[CH:15]=[CH:14][C:13]([C:1](=[O:3])[CH3:2])=[CH:12][CH:11]=2)[CH2:8][CH2:7]1. The yield is 0.710. (2) The reactants are [H-].[Na+].[F:3][C:4]1[CH:5]=[C:6]([OH:10])[CH:7]=[CH:8][CH:9]=1.Br[CH2:12][C:13]([O:15][CH2:16][CH3:17])=[O:14]. The catalyst is CN(C=O)C. The product is [CH2:16]([O:15][C:13](=[O:14])[CH2:12][O:10][C:6]1[CH:7]=[CH:8][CH:9]=[C:4]([F:3])[CH:5]=1)[CH3:17]. The yield is 0.690.